This data is from Reaction yield outcomes from USPTO patents with 853,638 reactions. The task is: Predict the reaction yield, written as a fraction of the theoretical maximum amount of product (1.0 means a 100% yield; for example, 0.34 means a 34% yield). (1) The reactants are C[O:2][C:3](=O)[C:4]1[CH:9]=[CH:8][C:7]([N:10]2[CH:14]=[C:13]([C:15]3[C:16]([C:24]4[CH:29]=[CH:28][CH:27]=[CH:26][CH:25]=4)=[N:17][O:18][C:19]=3[C:20]([F:23])([F:22])[F:21])[N:12]=[CH:11]2)=[N:6][CH:5]=1.[CH:31]1([NH2:34])[CH2:33][CH2:32]1. No catalyst specified. The product is [CH:31]1([NH:34][C:3](=[O:2])[C:4]2[CH:9]=[CH:8][C:7]([N:10]3[CH:14]=[C:13]([C:15]4[C:16]([C:24]5[CH:29]=[CH:28][CH:27]=[CH:26][CH:25]=5)=[N:17][O:18][C:19]=4[C:20]([F:23])([F:22])[F:21])[N:12]=[CH:11]3)=[N:6][CH:5]=2)[CH2:33][CH2:32]1. The yield is 0.520. (2) The reactants are [NH2:1][CH2:2][C@@H:3]([C:5]1[CH:10]=[CH:9][CH:8]=[CH:7][CH:6]=1)[OH:4].[H-].[Na+].[O:13]1[C:17]2[CH:18]=[CH:19][CH:20]=[CH:21][C:16]=2[CH:15]=[C:14]1[C:22]1[N:26]2[N:27]=[C:28](Cl)[CH:29]=[CH:30][C:25]2=[N:24][CH:23]=1. The catalyst is CN(C=O)C. The product is [O:13]1[C:17]2[CH:18]=[CH:19][CH:20]=[CH:21][C:16]=2[CH:15]=[C:14]1[C:22]1[N:26]2[N:27]=[C:28]([O:4][C@H:3]([C:5]3[CH:10]=[CH:9][CH:8]=[CH:7][CH:6]=3)[CH2:2][NH2:1])[CH:29]=[CH:30][C:25]2=[N:24][CH:23]=1. The yield is 0.300. (3) The reactants are [C:1](N1C=CN=C1)(N1C=CN=C1)=[O:2].C(N(CC)CC)C.Cl.[CH3:21][O:22][NH2:23].[NH2:24][C:25]1[CH:30]=[CH:29][C:28]([C:31]2[S:58][C:34]3[N:35]([CH2:49][C:50]4[C:55]([F:56])=[CH:54][CH:53]=[CH:52][C:51]=4[F:57])[C:36](=[O:48])[N:37]([C:40]4[N:41]=[N:42][C:43]([O:46][CH3:47])=[CH:44][CH:45]=4)[C:38](=[O:39])[C:33]=3[C:32]=2[CH2:59][N:60]([CH3:62])[CH3:61])=[CH:27][CH:26]=1. The catalyst is O1CCCC1.O.C(#N)C. The product is [F:57][C:51]1[CH:52]=[CH:53][CH:54]=[C:55]([F:56])[C:50]=1[CH2:49][N:35]1[C:34]2[S:58][C:31]([C:28]3[CH:29]=[CH:30][C:25]([NH:24][C:1]([NH:23][O:22][CH3:21])=[O:2])=[CH:26][CH:27]=3)=[C:32]([CH2:59][N:60]([CH3:61])[CH3:62])[C:33]=2[C:38](=[O:39])[N:37]([C:40]2[N:41]=[N:42][C:43]([O:46][CH3:47])=[CH:44][CH:45]=2)[C:36]1=[O:48]. The yield is 0.909.